Dataset: Forward reaction prediction with 1.9M reactions from USPTO patents (1976-2016). Task: Predict the product of the given reaction. Given the reactants [C:1]([O:5][C:6]([NH:8][CH:9]1[CH2:13][C:12](=[CH2:14])[CH2:11][CH:10]1[C:15]([OH:17])=O)=[O:7])([CH3:4])([CH3:3])[CH3:2].OC1C2N=NNC=2C=CC=1.Cl.CN(C)CCCN=C=NCC.[Cl:40][C:41]1[CH:47]=[CH:46][C:44]([NH2:45])=[CH:43][CH:42]=1, predict the reaction product. The product is: [C:1]([O:5][C:6](=[O:7])[NH:8][CH:9]1[CH2:13][C:12](=[CH2:14])[CH2:11][CH:10]1[C:15](=[O:17])[NH:45][C:44]1[CH:46]=[CH:47][C:41]([Cl:40])=[CH:42][CH:43]=1)([CH3:2])([CH3:3])[CH3:4].